This data is from Peptide-MHC class I binding affinity with 185,985 pairs from IEDB/IMGT. The task is: Regression. Given a peptide amino acid sequence and an MHC pseudo amino acid sequence, predict their binding affinity value. This is MHC class I binding data. (1) The peptide sequence is GSTAEQLSKY. The MHC is HLA-A68:01 with pseudo-sequence HLA-A68:01. The binding affinity (normalized) is 0.381. (2) The peptide sequence is VAASSLLYK. The MHC is HLA-A02:03 with pseudo-sequence HLA-A02:03. The binding affinity (normalized) is 0. (3) The peptide sequence is SWKQSKMWR. The MHC is HLA-A31:01 with pseudo-sequence HLA-A31:01. The binding affinity (normalized) is 0.733. (4) The peptide sequence is PTFTIETTTL. The MHC is Patr-B0101 with pseudo-sequence Patr-B0101. The binding affinity (normalized) is 0.316. (5) The peptide sequence is MLDPRFVKQ. The MHC is HLA-B51:01 with pseudo-sequence HLA-B51:01. The binding affinity (normalized) is 0.0847. (6) The peptide sequence is LQWDDNIPEL. The MHC is HLA-A02:06 with pseudo-sequence HLA-A02:06. The binding affinity (normalized) is 0.673. (7) The peptide sequence is LLPASTHREI. The MHC is Mamu-A01 with pseudo-sequence Mamu-A01. The binding affinity (normalized) is 0.149. (8) The peptide sequence is FPRDPVSTF. The MHC is HLA-A68:02 with pseudo-sequence HLA-A68:02. The binding affinity (normalized) is 0.0847. (9) The peptide sequence is RLEDVFAGK. The MHC is HLA-A30:02 with pseudo-sequence HLA-A30:02. The binding affinity (normalized) is 0.00631.